Dataset: Forward reaction prediction with 1.9M reactions from USPTO patents (1976-2016). Task: Predict the product of the given reaction. (1) Given the reactants [CH2:1]([O:5][C:6]1[N:11]=[CH:10][C:9]([NH2:12])=[CH:8][CH:7]=1)[CH2:2][CH2:3][CH3:4].Br[CH2:14][C:15]([N:17]1[CH2:22][CH2:21][N:20]([C:23]2[N:30]=[CH:29][CH:28]=[CH:27][C:24]=2[C:25]#[N:26])[CH2:19][CH2:18]1)=[O:16].C(=O)([O-])[O-].[Cs+].[Cs+].CN(C)C=O, predict the reaction product. The product is: [CH2:1]([O:5][C:6]1[N:11]=[CH:10][C:9]([NH:12][CH2:14][C:15]([N:17]2[CH2:18][CH2:19][N:20]([C:23]3[N:30]=[CH:29][CH:28]=[CH:27][C:24]=3[C:25]#[N:26])[CH2:21][CH2:22]2)=[O:16])=[CH:8][CH:7]=1)[CH2:2][CH2:3][CH3:4]. (2) Given the reactants Br[C:2]1[CH:16]=[CH:15][CH:14]=[CH:13][C:3]=1[CH2:4][O:5][CH2:6][CH2:7][N:8]1[CH2:12][CH2:11][CH2:10][CH2:9]1.[C:17]([O:21][CH2:22][CH3:23])(=[O:20])[CH:18]=[CH2:19].C(=O)([O-])[O-].[K+].[K+], predict the reaction product. The product is: [N:8]1([CH2:7][CH2:6][O:5][CH2:4][C:3]2[CH:13]=[CH:14][CH:15]=[CH:16][C:2]=2/[CH:19]=[CH:18]/[C:17]([O:21][CH2:22][CH3:23])=[O:20])[CH2:12][CH2:11][CH2:10][CH2:9]1. (3) The product is: [CH3:1][C:2]1[C:3]([C:22]2[CH:27]=[CH:26][CH:25]=[CH:24][CH:23]=2)=[N:4][C:5]2[C:10]([C:11]=1[C:12]([NH:14][N:15]([C:16]1[CH:17]=[CH:18][CH:19]=[CH:20][CH:21]=1)[C:29]([O:31][CH3:32])=[O:30])=[O:13])=[CH:9][CH:8]=[CH:7][CH:6]=2. Given the reactants [CH3:1][C:2]1[C:3]([C:22]2[CH:27]=[CH:26][CH:25]=[CH:24][CH:23]=2)=[N:4][C:5]2[C:10]([C:11]=1[C:12]([NH:14][NH:15][C:16]1[CH:21]=[CH:20][CH:19]=[CH:18][CH:17]=1)=[O:13])=[CH:9][CH:8]=[CH:7][CH:6]=2.Cl[C:29]([O:31][CH3:32])=[O:30], predict the reaction product. (4) The product is: [CH3:25][N:22]1[CH2:23][CH2:24][N:19]([C:17]([C:14]2[CH:15]=[CH:16][C:11]([C:8]3[CH:9]=[CH:10][C:5]4[N:6]([C:2]([C:34]5[CH:35]=[C:36]6[C:40](=[CH:41][CH:42]=5)[NH:39][C:38](=[O:43])[CH2:37]6)=[CH:3][N:4]=4)[N:7]=3)=[CH:12][CH:13]=2)=[O:18])[CH2:20][CH2:21]1. Given the reactants Br[C:2]1[N:6]2[N:7]=[C:8]([C:11]3[CH:16]=[CH:15][C:14]([C:17]([N:19]4[CH2:24][CH2:23][N:22]([CH3:25])[CH2:21][CH2:20]4)=[O:18])=[CH:13][CH:12]=3)[CH:9]=[CH:10][C:5]2=[N:4][CH:3]=1.CC1(C)C(C)(C)OB([C:34]2[CH:35]=[C:36]3[C:40](=[CH:41][CH:42]=2)[NH:39][C:38](=[O:43])[CH2:37]3)O1.C([O-])([O-])=O.[Cs+].[Cs+], predict the reaction product. (5) Given the reactants Cl[C:2]1[C:7]([C:8]2[CH2:13][CH2:12][N:11]([C:14]([O:16][C:17]([CH3:20])([CH3:19])[CH3:18])=[O:15])[CH2:10][CH:9]=2)=[CH:6][N:5]=[CH:4][N:3]=1.CS(C)=O.C(=O)([O-])[O-].[Cs+].[Cs+].[NH:31]1[C:35]2[CH:36]=[CH:37][CH:38]=[CH:39][C:34]=2[N:33]=[C:32]1[C:40]([C:42]1[CH:47]=[CH:46][C:45]([OH:48])=[CH:44][CH:43]=1)=[O:41], predict the reaction product. The product is: [NH:31]1[C:35]2[CH:36]=[CH:37][CH:38]=[CH:39][C:34]=2[N:33]=[C:32]1[C:40]([C:42]1[CH:47]=[CH:46][C:45]([O:48][C:2]2[C:7]([C:8]3[CH2:13][CH2:12][N:11]([C:14]([O:16][C:17]([CH3:20])([CH3:19])[CH3:18])=[O:15])[CH2:10][CH:9]=3)=[CH:6][N:5]=[CH:4][N:3]=2)=[CH:44][CH:43]=1)=[O:41].